Dataset: Full USPTO retrosynthesis dataset with 1.9M reactions from patents (1976-2016). Task: Predict the reactants needed to synthesize the given product. (1) Given the product [C:20]([O:19][C:15](=[O:18])/[CH:16]=[CH:17]/[C:2]1[CH:11]=[N:10][C:9]2[NH:8][C:7](=[O:12])[C:6]([CH3:14])([CH3:13])[CH2:5][C:4]=2[CH:3]=1)([CH3:23])([CH3:22])[CH3:21], predict the reactants needed to synthesize it. The reactants are: Br[C:2]1[CH:3]=[C:4]2[C:9](=[N:10][CH:11]=1)[NH:8][C:7](=[O:12])[C:6]([CH3:14])([CH3:13])[CH2:5]2.[C:15]([O:19][C:20]([CH3:23])([CH3:22])[CH3:21])(=[O:18])[CH:16]=[CH2:17].C(N(C(C)C)C(C)C)C.CC1C=CC=CC=1P(C1C=CC=CC=1C)C1C=CC=CC=1C. (2) Given the product [CH3:9][O:10][C:11]1[CH:12]=[CH:13][C:14]([C:17]2[CH:18]=[CH:19][C:20]([S:23]([NH:26][CH:27]([CH2:32][CH:33]([OH:35])[CH2:34][S:8][C:6]3[S:5][N:4]=[C:3]([S:2][CH3:1])[N:7]=3)[C:28]([OH:30])=[O:29])(=[O:24])=[O:25])=[CH:21][CH:22]=2)=[CH:15][CH:16]=1, predict the reactants needed to synthesize it. The reactants are: [CH3:1][S:2][C:3]1[N:7]=[C:6]([SH:8])[S:5][N:4]=1.[CH3:9][O:10][C:11]1[CH:16]=[CH:15][C:14]([C:17]2[CH:22]=[CH:21][C:20]([S:23]([NH:26][CH:27]([CH2:32][CH:33]3[O:35][CH2:34]3)[C:28]([O:30]C)=[O:29])(=[O:25])=[O:24])=[CH:19][CH:18]=2)=[CH:13][CH:12]=1. (3) Given the product [ClH:42].[ClH:42].[NH2:34][CH2:33][CH2:32][O:31][C:29]1[N:30]=[C:25]([CH2:24][N:5]2[C:6]3[C:11](=[C:10]([NH:12][C:13]([C:15]4[N:19]5[CH:20]=[CH:21][CH:22]=[CH:23][C:18]5=[N:17][CH:16]=4)=[O:14])[CH:9]=[CH:8][CH:7]=3)[C:3]([CH2:1][CH3:2])=[N:4]2)[CH:26]=[CH:27][CH:28]=1, predict the reactants needed to synthesize it. The reactants are: [CH2:1]([C:3]1[C:11]2[C:6](=[CH:7][CH:8]=[CH:9][C:10]=2[NH:12][C:13]([C:15]2[N:19]3[CH:20]=[CH:21][CH:22]=[CH:23][C:18]3=[N:17][CH:16]=2)=[O:14])[N:5]([CH2:24][C:25]2[N:30]=[C:29]([O:31][CH2:32][CH2:33][NH:34]C(=O)OC(C)(C)C)[CH:28]=[CH:27][CH:26]=2)[N:4]=1)[CH3:2].[ClH:42]. (4) Given the product [N:2]1[CH:7]=[CH:6][CH:5]=[CH:4][C:3]=1[CH2:8][CH2:9][C:10]1[CH:15]=[CH:14][C:13]([CH2:16][C:17]2[CH:27]=[C:26]([C:28]3[C:29]([NH2:35])=[N:30][C:31]([NH2:34])=[CH:32][CH:33]=3)[O:19][N:18]=2)=[CH:12][CH:11]=1, predict the reactants needed to synthesize it. The reactants are: Cl.[N:2]1[CH:7]=[CH:6][CH:5]=[CH:4][C:3]=1[CH2:8][CH2:9][C:10]1[CH:15]=[CH:14][C:13]([CH2:16][C:17](Cl)=[N:18][OH:19])=[CH:12][CH:11]=1.CN(C)C=O.[C:26]([C:28]1[C:29]([NH2:35])=[N:30][C:31]([NH2:34])=[CH:32][CH:33]=1)#[CH:27].C(N(CC)CC)C. (5) The reactants are: [N:1]1[C:6]([C:7]([O:9]C)=[O:8])=[CH:5][C:4]([C:11]([O:13][CH3:14])=[O:12])=[N:3][CH:2]=1.[OH-].[Na+]. Given the product [CH3:14][O:13][C:11]([C:4]1[N:3]=[CH:2][N:1]=[C:6]([C:7]([OH:9])=[O:8])[CH:5]=1)=[O:12], predict the reactants needed to synthesize it. (6) Given the product [CH2:17]([O:16][C:14](=[O:15])[NH:13][CH:8]([CH2:7][C:4]1[CH:5]=[CH:6][CH:1]=[CH:2][CH:3]=1)[C:9](=[O:10])[CH2:11][N:43]([CH2:44][C:45]1[CH:50]=[CH:49][C:48]([C:51]2[CH:56]=[CH:55][CH:54]=[CH:53][N:52]=2)=[CH:47][CH:46]=1)[NH:42][C:40](=[O:41])[CH:35]([NH:34][C:33]([O:32][CH3:31])=[O:57])[C:36]([CH3:39])([CH3:38])[CH3:37])[C:18]1[CH:23]=[CH:22][CH:21]=[CH:20][CH:19]=1, predict the reactants needed to synthesize it. The reactants are: [CH:1]1[CH:6]=[CH:5][C:4]([CH2:7][C@H:8]([NH:13][C:14]([O:16][CH2:17][C:18]2[CH:23]=[CH:22][CH:21]=[CH:20][CH:19]=2)=[O:15])[C:9]([CH2:11]Cl)=[O:10])=[CH:3][CH:2]=1.[Na+].[I-].C([O-])(O)=O.[Na+].[CH3:31][O:32][C:33](=[O:57])[NH:34][CH:35]([C:40]([NH:42][NH:43][CH2:44][C:45]1[CH:50]=[CH:49][C:48]([C:51]2[CH:56]=[CH:55][CH:54]=[CH:53][N:52]=2)=[CH:47][CH:46]=1)=[O:41])[C:36]([CH3:39])([CH3:38])[CH3:37].